Dataset: Forward reaction prediction with 1.9M reactions from USPTO patents (1976-2016). Task: Predict the product of the given reaction. (1) Given the reactants [Cl:1][C:2]1[CH:21]=[CH:20][C:19]([C:22]2[C:27](Cl)=[N:26][CH:25]=[CH:24][N:23]=2)=[CH:18][C:3]=1[C:4]([NH:6][CH2:7][C:8]12[CH2:17][CH:12]3[CH2:13][CH:14]([CH2:16][CH:10]([CH2:11]3)[CH2:9]1)[CH2:15]2)=[O:5].[NH:29]1[CH2:39][CH2:38][CH:32]([C:33]([O:35][CH2:36][CH3:37])=[O:34])[CH2:31][CH2:30]1, predict the reaction product. The product is: [Cl:1][C:2]1[CH:21]=[CH:20][C:19]([C:22]2[C:27]([N:29]3[CH2:39][CH2:38][CH:32]([C:33]([O:35][CH2:36][CH3:37])=[O:34])[CH2:31][CH2:30]3)=[N:26][CH:25]=[CH:24][N:23]=2)=[CH:18][C:3]=1[C:4]([NH:6][CH2:7][C:8]12[CH2:15][CH:14]3[CH2:13][CH:12]([CH2:11][CH:10]([CH2:16]3)[CH2:9]1)[CH2:17]2)=[O:5]. (2) Given the reactants [OH:1][C:2]1[C:11]2[C:6](=[CH:7][CH:8]=[C:9]([O:12][CH3:13])[N:10]=2)[N:5]=[CH:4][CH:3]=1.N1C(C)=CC=CC=1C.[F:22][C:23]([F:36])([F:35])[S:24](O[S:24]([C:23]([F:36])([F:35])[F:22])(=[O:26])=[O:25])(=[O:26])=[O:25], predict the reaction product. The product is: [CH3:13][O:12][C:9]1[N:10]=[C:11]2[C:6](=[CH:7][CH:8]=1)[N:5]=[CH:4][CH:3]=[C:2]2[O:1][S:24]([C:23]([F:36])([F:35])[F:22])(=[O:26])=[O:25]. (3) Given the reactants [CH:1]1([C:4]2[NH:13][C:7]3=[N+:8]([O-])[CH:9]=[CH:10][CH:11]=[C:6]3[CH:5]=2)[CH2:3][CH2:2]1.CS([Cl:18])(=O)=O.O.[OH-].[Na+], predict the reaction product. The product is: [Cl:18][C:11]1[CH:10]=[CH:9][N:8]=[C:7]2[NH:13][C:4]([CH:1]3[CH2:3][CH2:2]3)=[CH:5][C:6]=12. (4) The product is: [F:1][C:2]1[CH:20]=[CH:19][CH:18]=[CH:17][C:3]=1[CH2:4][C:5]1[N:9]2[CH:10]=[CH:11][CH:12]=[CH:13][C:8]2=[C:7]([C:14]#[N:16])[N:6]=1. Given the reactants [F:1][C:2]1[CH:20]=[CH:19][CH:18]=[CH:17][C:3]=1[CH2:4][C:5]1[N:9]2[CH:10]=[CH:11][CH:12]=[CH:13][C:8]2=[C:7]([C:14]([NH2:16])=O)[N:6]=1.N1C=CC=CC=1.FC(F)(F)C(OC(=O)C(F)(F)F)=O.O, predict the reaction product. (5) Given the reactants [CH3:1][N:2]([CH3:19])[C:3](=[O:18])[O:4][C:5]1[CH:10]=[CH:9][C:8]([CH:11]([OH:15])[CH2:12][CH2:13][OH:14])=[C:7]([CH:16]=[CH2:17])[CH:6]=1.C(N([CH2:25][CH3:26])CC)C.[C:27]([Si:31]([CH3:34])([CH3:33])Cl)([CH3:30])([CH3:29])[CH3:28].O, predict the reaction product. The product is: [CH3:19][N:2]([CH3:1])[C:3](=[O:18])[O:4][C:5]1[CH:10]=[CH:9][C:8]([CH:11]([OH:15])[CH2:12][CH2:13][O:14][Si:31]([C:27]([CH3:30])([CH3:29])[CH3:28])([C:34]2[CH:26]=[CH:25][CH:12]=[CH:11][CH:8]=2)[C:33]2[CH:9]=[CH:10][CH:5]=[CH:6][CH:7]=2)=[C:7]([CH:16]=[CH2:17])[CH:6]=1. (6) The product is: [CH2:1]([O:3][C:4]([C:6]1[N:7]=[C:8]([C:12]2[CH:17]=[CH:16][CH:15]=[CH:14][CH:13]=2)[O:9][C:10]=1[CH2:11][Br:25])=[O:5])[CH3:2]. Given the reactants [CH2:1]([O:3][C:4]([C:6]1[N:7]=[C:8]([C:12]2[CH:17]=[CH:16][CH:15]=[CH:14][CH:13]=2)[O:9][C:10]=1[CH3:11])=[O:5])[CH3:2].C1C(=O)N([Br:25])C(=O)C1.CC(N=NC(C#N)(C)C)(C#N)C.CCOC(C)=O, predict the reaction product.